From a dataset of Forward reaction prediction with 1.9M reactions from USPTO patents (1976-2016). Predict the product of the given reaction. (1) Given the reactants [F:1][C:2]([F:35])([F:34])[C:3]1[CH:4]=[C:5]([CH:27]=[C:28]([C:30]([F:33])([F:32])[F:31])[CH:29]=1)[C:6]([N:8]1[CH2:26][CH2:25][C:11]2([N:15]([C:16]3[CH:21]=[CH:20][CH:19]=[CH:18][C:17]=3[CH3:22])[CH:14]([CH3:23])[NH:13][C:12]2=[O:24])[CH2:10][CH2:9]1)=[O:7].Br[CH2:37][CH:38]=[C:39]([CH3:41])[CH3:40], predict the reaction product. The product is: [F:35][C:2]([F:1])([F:34])[C:3]1[CH:4]=[C:5]([CH:27]=[C:28]([C:30]([F:33])([F:32])[F:31])[CH:29]=1)[C:6]([N:8]1[CH2:9][CH2:10][C:11]2([N:15]([C:16]3[CH:21]=[CH:20][CH:19]=[CH:18][C:17]=3[CH3:22])[CH:14]([CH3:23])[N:13]([CH2:37][CH:38]=[C:39]([CH3:41])[CH3:40])[C:12]2=[O:24])[CH2:25][CH2:26]1)=[O:7]. (2) Given the reactants [Cl:1][C:2](=[CH2:5])C#N.[CH2:6]([NH:13][CH2:14][CH2:15][OH:16])[C:7]1[CH:12]=[CH:11][CH:10]=[CH:9][CH:8]=1.C[C:18](C)([O-:20])C.[K+].C1C[O:26]CC1, predict the reaction product. The product is: [ClH:1].[CH2:6]([N:13]1[CH2:5][CH2:2][O:16][CH:15]([C:18]([OH:20])=[O:26])[CH2:14]1)[C:7]1[CH:12]=[CH:11][CH:10]=[CH:9][CH:8]=1. (3) Given the reactants C(N(CC)[C:4](=[O:12])[C:5]1[CH:10]=[CH:9][C:8]([Br:11])=[CH:7][CH:6]=1)C, predict the reaction product. The product is: [Br:11][C:8]1[CH:9]=[CH:10][C:5]([CH:4]=[O:12])=[CH:6][CH:7]=1. (4) Given the reactants [CH:1]([C:4]1[CH:11]=[CH:10][C:7]([CH:8]=O)=[CH:6][CH:5]=1)([CH3:3])[CH3:2].[NH2:12][C:13]1[N:14]=[N:15][C:16]([CH3:19])=[CH:17][CH:18]=1.C([O:22][C:23](=O)[C:24]([OH:39])=[CH:25][C:26](=[O:38])[C:27]1[CH:32]=[CH:31][C:30]([O:33][C:34]([F:37])([F:36])[F:35])=[CH:29][CH:28]=1)C, predict the reaction product. The product is: [OH:39][C:24]1[C:23](=[O:22])[N:12]([C:13]2[N:14]=[N:15][C:16]([CH3:19])=[CH:17][CH:18]=2)[CH:8]([C:7]2[CH:10]=[CH:11][C:4]([CH:1]([CH3:3])[CH3:2])=[CH:5][CH:6]=2)[C:25]=1[C:26](=[O:38])[C:27]1[CH:28]=[CH:29][C:30]([O:33][C:34]([F:36])([F:37])[F:35])=[CH:31][CH:32]=1. (5) The product is: [Cl:1][C:2]1[C:7]([F:8])=[CH:6][CH:5]=[CH:4][C:3]=1[C@:9]1([CH3:10])[CH2:11][C@@H:12]([C:13]([F:14])([F:15])[F:16])[O:17][C:41]([NH:40][C:32](=[O:39])[C:33]2[CH:38]=[CH:37][CH:36]=[CH:35][CH:34]=2)=[N:18]1. Given the reactants [Cl:1][C:2]1[C:7]([F:8])=[CH:6][CH:5]=[CH:4][C:3]=1[C@@:9]([NH:18][S@@](C(C)(C)C)=O)([CH2:11][C@H:12]([OH:17])[C:13]([F:16])([F:15])[F:14])[CH3:10].Cl.O1CCOCC1.[C:32]([N:40]=[C:41]=S)(=[O:39])[C:33]1[CH:38]=[CH:37][CH:36]=[CH:35][CH:34]=1.C(N(CC)CC)C.Cl.CN(C)CCCN=C=NCC, predict the reaction product. (6) Given the reactants [CH3:1][C:2]1[C:6]([C:7]2[CH:16]=[C:15]3[C:10]([C:11]([OH:27])=[C:12]([C:19]([NH:21][CH2:22][C:23]([O:25]C)=[O:24])=[O:20])[C:13](=[O:18])[N:14]3[CH3:17])=[CH:9][CH:8]=2)=[C:5]([CH3:28])[O:4][N:3]=1.[OH-].[Na+].Cl, predict the reaction product. The product is: [CH3:1][C:2]1[C:6]([C:7]2[CH:16]=[C:15]3[C:10]([C:11]([OH:27])=[C:12]([C:19]([NH:21][CH2:22][C:23]([OH:25])=[O:24])=[O:20])[C:13](=[O:18])[N:14]3[CH3:17])=[CH:9][CH:8]=2)=[C:5]([CH3:28])[O:4][N:3]=1. (7) Given the reactants Br[C:2]1[CH:3]=[C:4]([C:8]2[CH:13]=[CH:12][C:11]([CH3:14])=[CH:10][N:9]=2)[CH:5]=[CH:6][CH:7]=1.[C:15]1(B(O)O)[CH:20]=[CH:19][CH:18]=[CH:17][CH:16]=1.C1(P(C2C=CC=CC=2)C2C=CC=CC=2)C=CC=CC=1.C(=O)([O-])[O-].[K+].[K+], predict the reaction product. The product is: [C:2]1([C:15]2[CH:20]=[CH:19][CH:18]=[CH:17][CH:16]=2)[CH:7]=[CH:6][CH:5]=[C:4]([C:8]2[CH:13]=[CH:12][C:11]([CH3:14])=[CH:10][N:9]=2)[CH:3]=1.